Dataset: Forward reaction prediction with 1.9M reactions from USPTO patents (1976-2016). Task: Predict the product of the given reaction. Given the reactants [CH3:1][O:2][CH2:3][C:4]1[N:5]=[C:6]([NH:9][C:10]([C:12]2[C:17]([NH2:18])=[CH:16][CH:15]=[C:14]([CH3:19])[N:13]=2)=[O:11])[S:7][CH:8]=1.Br[C:21]1[CH:22]=[N:23][CH:24]=[N:25][CH:26]=1, predict the reaction product. The product is: [CH3:1][O:2][CH2:3][C:4]1[N:5]=[C:6]([NH:9][C:10]([C:12]2[C:17]([NH:18][C:21]3[CH:22]=[N:23][CH:24]=[N:25][CH:26]=3)=[CH:16][CH:15]=[C:14]([CH3:19])[N:13]=2)=[O:11])[S:7][CH:8]=1.